From a dataset of NCI-60 drug combinations with 297,098 pairs across 59 cell lines. Regression. Given two drug SMILES strings and cell line genomic features, predict the synergy score measuring deviation from expected non-interaction effect. Drug 1: CN(C)C1=NC(=NC(=N1)N(C)C)N(C)C. Drug 2: C1=CC(=CC=C1CC(C(=O)O)N)N(CCCl)CCCl.Cl. Cell line: RXF 393. Synergy scores: CSS=23.9, Synergy_ZIP=7.63, Synergy_Bliss=15.6, Synergy_Loewe=8.12, Synergy_HSA=12.4.